From a dataset of Catalyst prediction with 721,799 reactions and 888 catalyst types from USPTO. Predict which catalyst facilitates the given reaction. (1) Reactant: [N:1]1[CH:6]=[CH:5][CH:4]=[CH:3][C:2]=1[CH:7]=O.[NH2:9][CH:10]([P:19](=[O:26])([O:23][CH2:24][CH3:25])[O:20][CH2:21][CH3:22])[P:11](=[O:18])([O:15][CH2:16][CH3:17])[O:12][CH2:13][CH3:14].C1(C)C=CC(S(O)(=O)=O)=CC=1. Product: [N:1]1[CH:6]=[CH:5][CH:4]=[CH:3][C:2]=1[CH2:7][NH:9][CH:10]([P:11](=[O:18])([O:12][CH2:13][CH3:14])[O:15][CH2:16][CH3:17])[P:19](=[O:26])([O:23][CH2:24][CH3:25])[O:20][CH2:21][CH3:22]. The catalyst class is: 11. (2) Reactant: C(OC([N:8]1[CH2:12][C@@H:11]([O:13][CH3:14])[CH2:10][C@H:9]1[CH2:15][O:16][C:17]1[CH:26]=[CH:25][C:20]([C:21]([O:23][CH3:24])=[O:22])=[CH:19][CH:18]=1)=O)(C)(C)C.C(O)(C(F)(F)F)=O. Product: [CH3:14][O:13][C@@H:11]1[CH2:12][NH:8][C@H:9]([CH2:15][O:16][C:17]2[CH:26]=[CH:25][C:20]([C:21]([O:23][CH3:24])=[O:22])=[CH:19][CH:18]=2)[CH2:10]1. The catalyst class is: 2. (3) Reactant: [NH2:1][C:2]1[S:3][C:4]2[C:9]([N:10]=1)=[CH:8][CH:7]=[C:6]([N:11]([CH3:25])[C:12]1[CH:13]=[C:14]([NH:18][C:19](=[O:24])[C:20]([F:23])([F:22])[F:21])[CH:15]=[CH:16][CH:17]=1)[N:5]=2.[CH:26]1([C:29](Cl)=[O:30])[CH2:28][CH2:27]1. The catalyst class is: 300. Product: [CH3:25][N:11]([C:12]1[CH:17]=[CH:16][CH:15]=[C:14]([NH:18][C:19](=[O:24])[C:20]([F:23])([F:22])[F:21])[CH:13]=1)[C:6]1[N:5]=[C:4]2[S:3][C:2]([NH:1][C:29]([CH:26]3[CH2:28][CH2:27]3)=[O:30])=[N:10][C:9]2=[CH:8][CH:7]=1. (4) Reactant: B(F)(F)F.[Br:5][C:6]1[C:14]2[S:13][C:12]([NH2:15])=[N:11][C:10]=2[CH:9]=[C:8](N)[CH:7]=1.N(OC(C)(C)C)=O.[I-:24].[K+].II. Product: [Br:5][C:6]1[C:14]2[S:13][C:12]([NH2:15])=[N:11][C:10]=2[CH:9]=[C:8]([I:24])[CH:7]=1. The catalyst class is: 116. (5) The catalyst class is: 785. Reactant: [CH2:1]([O:4][CH:5]1[C:13](=[O:14])[CH2:12][CH2:11][C:10]2([CH3:15])[CH:6]1[CH2:7][CH2:8][C:9]2=[O:16])[CH:2]=C.N1C(C)=CC=CC=1C.I([O-])(=O)(=O)=[O:26].[Na+]. Product: [CH3:15][C:10]12[C:9](=[O:16])[CH2:8][CH2:7][CH:6]1[CH:5]([O:4][CH2:1][CH:2]=[O:26])[C:13](=[O:14])[CH2:12][CH2:11]2. (6) Reactant: [F:1][C:2]1[CH:3]=[C:4]2[C:8](=[CH:9][C:10]=1[F:11])[C:7](=O)[NH:6][CH:5]2[OH:13].FC(F)(F)C(O)=O.C([SiH](CC)CC)C. The catalyst class is: 4. Product: [F:11][C:10]1[CH:9]=[C:8]2[C:4](=[CH:3][C:2]=1[F:1])[C:5](=[O:13])[NH:6][CH2:7]2.